From a dataset of Peptide-MHC class I binding affinity with 185,985 pairs from IEDB/IMGT. Regression. Given a peptide amino acid sequence and an MHC pseudo amino acid sequence, predict their binding affinity value. This is MHC class I binding data. (1) The peptide sequence is CYSKSLRDLV. The MHC is HLA-A30:02 with pseudo-sequence HLA-A30:02. The binding affinity (normalized) is 0. (2) The binding affinity (normalized) is 0.0847. The peptide sequence is IPAHPLRML. The MHC is HLA-A31:01 with pseudo-sequence HLA-A31:01. (3) The peptide sequence is ASFDLAAML. The MHC is H-2-Db with pseudo-sequence H-2-Db. The binding affinity (normalized) is 0. (4) The peptide sequence is ETKGKRRLL. The MHC is HLA-A26:01 with pseudo-sequence HLA-A26:01. The binding affinity (normalized) is 0.180. (5) The peptide sequence is LIHDNIMYTY. The MHC is HLA-A03:01 with pseudo-sequence HLA-A03:01. The binding affinity (normalized) is 0.648.